Dataset: Forward reaction prediction with 1.9M reactions from USPTO patents (1976-2016). Task: Predict the product of the given reaction. (1) Given the reactants [CH3:1][C:2]1[C:6]([CH:7]([OH:36])[C:8]2[O:9][C:10]3[CH:16]=[CH:15][C:14]([CH2:17][C:18]([NH:20][CH:21]([C:28]4[CH:33]=[CH:32][C:31]([CH3:34])=[CH:30][C:29]=4[CH3:35])[C:22]4[CH:27]=[CH:26][CH:25]=[CH:24][CH:23]=4)=[O:19])=[CH:13][C:11]=3[CH:12]=2)=[C:5]([CH3:37])[O:4][N:3]=1.[H-].[Na+].[C:40]([O:44][CH3:45])(=[O:43])[CH:41]=[CH2:42], predict the reaction product. The product is: [CH3:1][C:2]1[C:6]([CH:7]([C:8]2[O:9][C:10]3[CH:16]=[CH:15][C:14]([CH2:17][C:18]([NH:20][CH:21]([C:28]4[CH:33]=[CH:32][C:31]([CH3:34])=[CH:30][C:29]=4[CH3:35])[C:22]4[CH:27]=[CH:26][CH:25]=[CH:24][CH:23]=4)=[O:19])=[CH:13][C:11]=3[CH:12]=2)[O:36][CH2:42][CH2:41][C:40]([O:44][CH3:45])=[O:43])=[C:5]([CH3:37])[O:4][N:3]=1. (2) Given the reactants [Cl:1][C:2]1[CH:7]=[CH:6][C:5]([C:8](=O)[CH:9]=[CH:10]N(C)C)=[CH:4][C:3]=1[CH2:15][NH:16][C:17](=[O:20])[O:18][CH3:19].Cl.[CH3:22][C:23]1[CH:31]=[CH:30][C:26]([C:27]([NH2:29])=[NH:28])=[CH:25][CH:24]=1.[H-].[Na+].[Cl-].[NH4+], predict the reaction product. The product is: [Cl:1][C:2]1[CH:7]=[CH:6][C:5]([C:8]2[CH:9]=[CH:10][N:29]=[C:27]([C:26]3[CH:30]=[CH:31][C:23]([CH3:22])=[CH:24][CH:25]=3)[N:28]=2)=[CH:4][C:3]=1[CH2:15][NH:16][C:17](=[O:20])[O:18][CH3:19]. (3) Given the reactants [Cl:1][C:2]1[C:7]([Cl:8])=[CH:6][N:5]=[C:4]2[N:9](S(C3C=CC(C)=CC=3)(=O)=O)[C:10]([C:12]3[CH:13]=[N:14][N:15]([CH3:17])[CH:16]=3)=[CH:11][C:3]=12.[OH-].[Na+].Cl.O, predict the reaction product. The product is: [Cl:1][C:2]1[C:7]([Cl:8])=[CH:6][N:5]=[C:4]2[NH:9][C:10]([C:12]3[CH:13]=[N:14][N:15]([CH3:17])[CH:16]=3)=[CH:11][C:3]=12. (4) Given the reactants Br[C:2]1[CH:7]=[CH:6][C:5]([N:8]2[CH:12]=[N:11][C:10]([C:13]3[CH:14]=[C:15]([CH:20]=[CH:21][CH:22]=3)[C:16]([O:18][CH3:19])=[O:17])=[N:9]2)=[CH:4][CH:3]=1.[NH:23]1[CH2:27][CH2:26][CH2:25][C:24]1=[O:28].C(=O)([O-])[O-].[K+].[K+].CNCCNC, predict the reaction product. The product is: [O:28]=[C:24]1[CH2:25][CH2:26][CH2:27][N:23]1[C:2]1[CH:7]=[CH:6][C:5]([N:8]2[CH:12]=[N:11][C:10]([C:13]3[CH:14]=[C:15]([CH:20]=[CH:21][CH:22]=3)[C:16]([O:18][CH3:19])=[O:17])=[N:9]2)=[CH:4][CH:3]=1. (5) Given the reactants Cl[C:2]1[N:10]=[C:9]([C:11]2[NH:15][C:14](=[O:16])[O:13][N:12]=2)[N:8]=[C:7]2[C:3]=1[N:4]([CH2:17][C@H:18]1[CH2:23][CH2:22][C@H:21]([CH3:24])[CH2:20][CH2:19]1)[CH:5]=[N:6]2.[F:25][C:26]1([F:32])[CH2:31][CH2:30][CH2:29][NH:28][CH2:27]1, predict the reaction product. The product is: [F:25][C:26]1([F:32])[CH2:31][CH2:30][CH2:29][N:28]([C:2]2[N:10]=[C:9]([C:11]3[NH:15][C:14](=[O:16])[O:13][N:12]=3)[N:8]=[C:7]3[C:3]=2[N:4]([CH2:17][C@H:18]2[CH2:23][CH2:22][C@H:21]([CH3:24])[CH2:20][CH2:19]2)[CH:5]=[N:6]3)[CH2:27]1. (6) Given the reactants [Cl:1][C:2]1[CH:7]=[CH:6][C:5]([C:8]2[CH:13]=[CH:12][N:11]3[C:14](=[O:32])[N:15]([CH2:17][C:18]4[C:19]([C:28]([O:30]C)=[O:29])=[N:20][C:21]([C:24]([F:27])([F:26])[F:25])=[CH:22][CH:23]=4)[N:16]=[C:10]3[C:9]=2[C:33]2[CH:38]=[CH:37][N:36]=[CH:35][CH:34]=2)=[CH:4][CH:3]=1.Cl, predict the reaction product. The product is: [Cl:1][C:2]1[CH:3]=[CH:4][C:5]([C:8]2[CH:13]=[CH:12][N:11]3[C:14](=[O:32])[N:15]([CH2:17][C:18]4[C:19]([C:28]([OH:30])=[O:29])=[N:20][C:21]([C:24]([F:27])([F:26])[F:25])=[CH:22][CH:23]=4)[N:16]=[C:10]3[C:9]=2[C:33]2[CH:34]=[CH:35][N:36]=[CH:37][CH:38]=2)=[CH:6][CH:7]=1.